Dataset: Full USPTO retrosynthesis dataset with 1.9M reactions from patents (1976-2016). Task: Predict the reactants needed to synthesize the given product. (1) Given the product [CH3:21][O:22]/[N:23]=[C:24](/[C:35]1[CH:40]=[CH:39][CH:38]=[CH:37][CH:36]=1)\[CH2:25][O:26][C:27]1[CH:32]=[CH:31][C:30]([CH2:33][O:34][C:18]2[CH:17]=[CH:16][C:15]([CH:8]([C:5]3[CH:6]=[CH:7][CH:2]=[CH:3][CH:4]=3)[CH2:9][C:10]([OH:12])=[O:11])=[CH:20][CH:19]=2)=[CH:29][CH:28]=1, predict the reactants needed to synthesize it. The reactants are: O[C:2]1[CH:7]=[CH:6][C:5]([CH:8]([C:15]2[CH:20]=[CH:19][CH:18]=[CH:17][CH:16]=2)[CH2:9][C:10]([O:12]CC)=[O:11])=[CH:4][CH:3]=1.[CH3:21][O:22]/[N:23]=[C:24](/[C:35]1[CH:40]=[CH:39][CH:38]=[CH:37][CH:36]=1)\[CH2:25][O:26][C:27]1[CH:32]=[CH:31][C:30]([CH2:33][OH:34])=[CH:29][CH:28]=1. (2) Given the product [OH:5][C:6]1[CH:13]=[CH:12][C:9]([CH:10]=[CH2:11])=[CH:8][CH:7]=1.[CH2:14]=[CH:15][C:16]1[CH:21]=[CH:20][CH:19]=[CH:18][CH:17]=1, predict the reactants needed to synthesize it. The reactants are: C([O:5][C:6]1[CH:13]=[CH:12][C:9]([CH:10]=[CH2:11])=[CH:8][CH:7]=1)(C)(C)C.[CH2:14]=[CH:15][C:16]1[CH:21]=[CH:20][CH:19]=[CH:18][CH:17]=1.COCC(O)C.N(C(C)(C)C#N)=NC(C)(C)C#N.S(=O)(=O)(O)O.OC=CC1C=CC=CC=1. (3) Given the product [Cl:3][C:4]1[CH:9]=[C:8]([C:10](=[NH:2])[NH2:11])[CH:7]=[CH:6][N:5]=1, predict the reactants needed to synthesize it. The reactants are: [Cl-].[NH4+:2].[Cl:3][C:4]1[CH:9]=[C:8]([C:10]#[N:11])[CH:7]=[CH:6][N:5]=1.CO. (4) Given the product [Cl:3][C:4]1[CH:5]=[C:6]([C:11]2([CH3:23])[C:12]([C:19]([O:21][CH3:22])=[O:20])=[C:13]([O:18][P:24]([O:29][CH2:30][CH3:31])([O:26][CH2:27][CH3:28])=[O:25])[CH2:14][CH:15]([CH3:17])[CH2:16]2)[CH:7]=[CH:8][C:9]=1[Cl:10], predict the reactants needed to synthesize it. The reactants are: [H-].[Na+].[Cl:3][C:4]1[CH:5]=[C:6]([C:11]2([CH3:23])[CH2:16][CH:15]([CH3:17])[CH2:14][C:13](=[O:18])[CH:12]2[C:19]([O:21][CH3:22])=[O:20])[CH:7]=[CH:8][C:9]=1[Cl:10].[P:24](Cl)([O:29][CH2:30][CH3:31])([O:26][CH2:27][CH3:28])=[O:25].[Cl-].[NH4+]. (5) The reactants are: [CH2:1]([O:3][C:4]1[CH:27]=[CH:26][CH:25]=[CH:24][C:5]=1[O:6][C@@H:7]1[CH2:12][CH2:11][CH2:10][N:9]([C:13]2[N:18]=[CH:17][C:16]([C:19]([O:21]CC)=[O:20])=[CH:15][N:14]=2)[CH2:8]1)[CH3:2].O[Li].O. Given the product [CH2:1]([O:3][C:4]1[CH:27]=[CH:26][CH:25]=[CH:24][C:5]=1[O:6][C@@H:7]1[CH2:12][CH2:11][CH2:10][N:9]([C:13]2[N:18]=[CH:17][C:16]([C:19]([OH:21])=[O:20])=[CH:15][N:14]=2)[CH2:8]1)[CH3:2], predict the reactants needed to synthesize it. (6) Given the product [S:1]1[C:5]2[CH:6]=[CH:7][CH:8]=[CH:9][C:4]=2[N:3]=[C:2]1[O:10][C:11]1[CH:12]=[CH:13][C:14]([CH2:17][CH2:18][N:19]([CH:36]2[CH2:38][CH2:37]2)[CH2:20][CH2:21][CH2:22][N:23]2[CH2:27][CH2:26][CH2:25][C:24]2=[O:28])=[CH:15][CH:16]=1, predict the reactants needed to synthesize it. The reactants are: [S:1]1[C:5]2[CH:6]=[CH:7][CH:8]=[CH:9][C:4]=2[N:3]=[C:2]1[O:10][C:11]1[CH:16]=[CH:15][C:14]([CH2:17][CH2:18][NH:19][CH2:20][CH2:21][CH2:22][N:23]2[CH2:27][CH2:26][CH2:25][C:24]2=[O:28])=[CH:13][CH:12]=1.C(O)(=O)C.C(O[C:36]1(O[Si](C)(C)C)[CH2:38][CH2:37]1)C.[Na]. (7) Given the product [O:20]=[C:7]1[N:6]2[CH2:2][CH:3]([C:21]3[CH:22]=[CH:23][C:24]([C:25]#[N:26])=[CH:27][CH:28]=3)[NH:4][C:5]2=[N:10][C:9]2[N:11]([CH:14]3[CH2:19][CH2:18][O:17][CH2:16][CH2:15]3)[N:12]=[CH:13][C:8]1=2, predict the reactants needed to synthesize it. The reactants are: O[CH2:2][CH:3]([C:21]1[CH:28]=[CH:27][C:24]([C:25]#[N:26])=[CH:23][CH:22]=1)[NH:4][C:5]1[NH:6][C:7](=[O:20])[C:8]2[CH:13]=[N:12][N:11]([CH:14]3[CH2:19][CH2:18][O:17][CH2:16][CH2:15]3)[C:9]=2[N:10]=1.[H-].[Na+].CC1C=CC(S(Cl)(=O)=O)=CC=1. (8) Given the product [Cl:30][C:31]1[CH:37]=[CH:36][C:35]([Cl:38])=[CH:34][C:32]=1[NH:33][C:7]1[NH:8][C:3](=[O:2])[CH:4]=[C:5]([C:13]2[CH:29]=[CH:28][C:16]3[NH:17][C:18]([NH:20][C:21]([C:23]4[S:24][CH:25]=[CH:26][CH:27]=4)=[O:22])=[N:19][C:15]=3[CH:14]=2)[N:6]=1, predict the reactants needed to synthesize it. The reactants are: C[O:2][C:3]1[N:8]=[C:7](S(C)(=O)=O)[N:6]=[C:5]([C:13]2[CH:29]=[CH:28][C:16]3[NH:17][C:18]([NH:20][C:21]([C:23]4[S:24][CH:25]=[CH:26][CH:27]=4)=[O:22])=[N:19][C:15]=3[CH:14]=2)[CH:4]=1.[Cl:30][C:31]1[CH:37]=[CH:36][C:35]([Cl:38])=[CH:34][C:32]=1[NH2:33]. (9) Given the product [CH3:1][N:2]1[CH:6]=[C:5]([C:7]2[S:8][CH:9]=[C:10](/[CH:12]=[CH:13]/[C:14]([OH:16])=[O:15])[N:11]=2)[CH:4]=[N:3]1, predict the reactants needed to synthesize it. The reactants are: [CH3:1][N:2]1[CH:6]=[C:5]([C:7]2[S:8][CH:9]=[C:10](/[CH:12]=[CH:13]/[C:14]([O:16]CC)=[O:15])[N:11]=2)[CH:4]=[N:3]1.[Li+].[OH-].O. (10) Given the product [CH:25]1([CH2:28][NH:29][CH2:23][C:20]2[CH:21]=[CH:22][N:18]([C:13]3[CH:14]=[CH:15][CH:16]=[CH:17][C:12]=3/[CH:11]=[CH:10]/[C:3]3[C:4]4[C:9](=[CH:8][CH:7]=[CH:6][CH:5]=4)[NH:1][N:2]=3)[CH:19]=2)[CH2:27][CH2:26]1, predict the reactants needed to synthesize it. The reactants are: [NH:1]1[C:9]2[C:4](=[CH:5][CH:6]=[CH:7][CH:8]=2)[C:3](/[CH:10]=[CH:11]/[C:12]2[CH:17]=[CH:16][CH:15]=[CH:14][C:13]=2[N:18]2[CH:22]=[CH:21][C:20]([CH:23]=O)=[CH:19]2)=[N:2]1.[CH:25]1([CH2:28][NH2:29])[CH2:27][CH2:26]1.C(O)(=O)C.C(O[BH-](OC(=O)C)OC(=O)C)(=O)C.[Na+].